This data is from Forward reaction prediction with 1.9M reactions from USPTO patents (1976-2016). The task is: Predict the product of the given reaction. (1) Given the reactants Br[C:2]1[N:6]2[N:7]=[C:8]([NH:11][CH2:12][CH2:13][CH2:14][CH3:15])[CH:9]=[CH:10][C:5]2=[N:4][CH:3]=1.[NH:16]1[C:24]2[C:19](=[CH:20][C:21](B3OC(C)(C)C(C)(C)O3)=[CH:22][CH:23]=2)[CH:18]=[N:17]1.C(=O)([O-])[O-].[K+].[K+].C(#N)C, predict the reaction product. The product is: [CH2:12]([NH:11][C:8]1[CH:9]=[CH:10][C:5]2[N:6]([C:2]([C:21]3[CH:20]=[C:19]4[C:24](=[CH:23][CH:22]=3)[NH:16][N:17]=[CH:18]4)=[CH:3][N:4]=2)[N:7]=1)[CH2:13][CH2:14][CH3:15]. (2) Given the reactants [CH:1]([C:3]1[CH:11]=[CH:10][C:6]([C:7]([OH:9])=[O:8])=[CH:5][CH:4]=1)=[O:2].Br[CH2:13][CH2:14][CH2:15][CH2:16][CH2:17][CH3:18].C(=O)([O-])[O-].[K+].[K+], predict the reaction product. The product is: [CH:1]([C:3]1[CH:11]=[CH:10][C:6]([C:7]([O:9][CH2:13][CH2:14][CH2:15][CH2:16][CH2:17][CH3:18])=[O:8])=[CH:5][CH:4]=1)=[O:2]. (3) Given the reactants N[C:2]1[CH:7]=[CH:6][C:5]([C:8]2[C:9]([C:20]3[CH:25]=[CH:24][C:23]([C:26]#[N:27])=[CH:22][C:21]=3[CH3:28])=[C:10]([CH2:13][CH2:14][C:15]([O:17][CH2:18][CH3:19])=[O:16])[S:11][CH:12]=2)=[CH:4][CH:3]=1.[BrH:29].N([O-])=O.[Na+], predict the reaction product. The product is: [Br:29][C:2]1[CH:7]=[CH:6][C:5]([C:8]2[C:9]([C:20]3[CH:25]=[CH:24][C:23]([C:26]#[N:27])=[CH:22][C:21]=3[CH3:28])=[C:10]([CH2:13][CH2:14][C:15]([O:17][CH2:18][CH3:19])=[O:16])[S:11][CH:12]=2)=[CH:4][CH:3]=1. (4) Given the reactants ClN1C(=O)CCC1=O.N1C=CC=CC=1.[CH3:15][C:16]1[CH:24]=[CH:23][C:19]([CH:20]=[N:21][OH:22])=[CH:18][CH:17]=1.[N+](C1C=C[C:31]([C:32]([O:34][CH:35]=CC(OC)=O)=[O:33])=[CH:30]C=1)([O-])=O.C(N(CC)CC)C.C(=O)([O-])O.[Na+], predict the reaction product. The product is: [C:16]1([CH3:15])[CH:24]=[CH:23][C:19]([C:20]2[C:31]([C:32]([O:34][CH3:35])=[O:33])=[CH:30][O:22][N:21]=2)=[CH:18][CH:17]=1. (5) Given the reactants Cl.Cl.[N:3]1[CH:8]=[CH:7][CH:6]=[CH:5][C:4]=1[CH2:9][O:10][C:11]1[CH:16]=[CH:15][C:14]([NH:17]N)=[CH:13][CH:12]=1.[C:19]([S:23][CH2:24][C:25](=O)[CH2:26][C:27]([CH3:34])([CH3:33])[C:28]([O:30][CH2:31][CH3:32])=[O:29])([CH3:22])([CH3:21])[CH3:20].C([O-])(=O)C.[Na+].C(=O)([O-])[O-].[Na+].[Na+], predict the reaction product. The product is: [CH2:31]([O:30][C:28](=[O:29])[C:27]([CH3:34])([CH3:33])[CH2:26][C:25]1[NH:17][C:14]2[C:15]([C:24]=1[S:23][C:19]([CH3:22])([CH3:21])[CH3:20])=[CH:16][C:11]([O:10][CH2:9][C:4]1[CH:5]=[CH:6][CH:7]=[CH:8][N:3]=1)=[CH:12][CH:13]=2)[CH3:32].